From a dataset of Catalyst prediction with 721,799 reactions and 888 catalyst types from USPTO. Predict which catalyst facilitates the given reaction. Reactant: C1C=C(Cl)C=C(C(OO)=[O:9])C=1.[CH3:12][O:13][C:14]1[CH:15]=[C:16](/[CH:26]=[CH:27]/[C:28]2[N:44]=[C:31]3[CH:32]([C:36]4[CH:41]=[CH:40][C:39]([S:42][CH3:43])=[CH:38][CH:37]=4)[CH2:33][CH2:34][CH2:35][N:30]3[N:29]=2)[CH:17]=[CH:18][C:19]=1[N:20]1[CH:24]=[C:23]([CH3:25])[N:22]=[CH:21]1.C(OCC)(=O)C.[Cl-].[Na+].[OH2:53]. Product: [CH3:43][S:42]([C:39]1[CH:38]=[CH:37][C:36]([CH:32]2[CH2:33][CH2:34][CH2:35][N:30]3[N:29]=[C:28](/[CH:27]=[CH:26]/[C:16]4[CH:17]=[CH:18][C:19]([N:20]5[CH:24]=[C:23]([CH3:25])[N:22]=[CH:21]5)=[C:14]([O:13][CH3:12])[CH:15]=4)[N:44]=[C:31]23)=[CH:41][CH:40]=1)(=[O:9])=[O:53]. The catalyst class is: 22.